From a dataset of Reaction yield outcomes from USPTO patents with 853,638 reactions. Predict the reaction yield, written as a fraction of the theoretical maximum amount of product (1.0 means a 100% yield; for example, 0.34 means a 34% yield). (1) The reactants are [H-].[H-].[H-].[H-].[Li+].[Al+3].[CH2:7]([O:14][CH2:15][C:16]([CH3:21])([C:19]#[N:20])[C:17]#[N:18])[C:8]1[CH:13]=[CH:12][CH:11]=[CH:10][CH:9]=1.O.[OH-].[Na+]. The yield is 0.840. The product is [CH2:7]([O:14][CH2:15][C:16]([CH3:21])([CH2:19][NH2:20])[CH2:17][NH2:18])[C:8]1[CH:13]=[CH:12][CH:11]=[CH:10][CH:9]=1. The catalyst is C(OCC)C. (2) The reactants are CC1N=C(N2CCN(C3C=CC=CC=3)C2=O)SC=1C(OCC)=O.[C:24]([C:27]1[S:31][C:30]([N:32]2[CH2:36][CH2:35][N:34]([CH2:37][C:38]3[CH:39]=[C:40]([CH:45]=[CH:46][CH:47]=3)[C:41]([O:43]C)=[O:42])[C:33]2=[O:48])=[N:29][C:28]=1[CH3:49])(=[O:26])[CH3:25]. No catalyst specified. The product is [C:24]([C:27]1[S:31][C:30]([N:32]2[CH2:36][CH2:35][N:34]([CH2:37][C:38]3[CH:39]=[C:40]([CH:45]=[CH:46][CH:47]=3)[C:41]([OH:43])=[O:42])[C:33]2=[O:48])=[N:29][C:28]=1[CH3:49])(=[O:26])[CH3:25]. The yield is 0.890. (3) The reactants are [CH3:1][CH:2]([CH2:11][CH3:12])[CH2:3][CH:4]=[CH:5][C:6]([O:8][CH2:9][CH3:10])=[O:7].C1CCN2C(=NCCC2)CC1.[N+:24]([CH3:27])([O-:26])=[O:25]. The catalyst is C(#N)C. The product is [CH3:1][CH:2]([CH2:11][CH3:12])[CH2:3][CH:4]([CH2:27][N+:24]([O-:26])=[O:25])[CH2:5][C:6]([O:8][CH2:9][CH3:10])=[O:7]. The yield is 0.420. (4) The reactants are [CH2:1]([O:3][C:4]1[CH:5]=[C:6]([C:12]([C:16]2[CH:21]=[CH:20][CH:19]=[CH:18][CH:17]=2)=[CH:13][C:14]#[N:15])[CH:7]=[CH:8][C:9]=1[O:10][CH3:11])[CH3:2].[H][H]. The catalyst is C(O)C.C(OCC)(=O)C.[Pd]. The product is [CH2:1]([O:3][C:4]1[CH:5]=[C:6]([CH:12]([C:16]2[CH:17]=[CH:18][CH:19]=[CH:20][CH:21]=2)[CH2:13][C:14]#[N:15])[CH:7]=[CH:8][C:9]=1[O:10][CH3:11])[CH3:2]. The yield is 0.150. (5) The reactants are [CH:1]1([C:4]2[CH:9]=[CH:8][C:7]([CH2:10][C:11]([OH:13])=O)=[CH:6][CH:5]=2)[CH2:3][CH2:2]1.[CH2:14]([C@@H:21]1[CH2:25][O:24][C:23](=[O:26])[NH:22]1)[C:15]1[CH:20]=[CH:19][CH:18]=[CH:17][CH:16]=1.C(N(CC)CC)C.C(Cl)(=O)C(C)(C)C. The catalyst is C1(C)C=CC=CC=1. The product is [CH2:14]([C@@H:21]1[CH2:25][O:24][C:23](=[O:26])[N:22]1[C:11](=[O:13])[CH2:10][C:7]1[CH:6]=[CH:5][C:4]([CH:1]2[CH2:2][CH2:3]2)=[CH:9][CH:8]=1)[C:15]1[CH:16]=[CH:17][CH:18]=[CH:19][CH:20]=1. The yield is 0.640. (6) The reactants are [NH2:1][C:2]1[S:6][N:5]=[C:4]([C:7]2[CH:12]=[CH:11][CH:10]=[C:9]([NH2:13])[CH:8]=2)[C:3]=1[C:14]([NH2:16])=[O:15].C(N(CC)C(C)C)(C)C.[F:26][C:27]([F:38])([F:37])[C:28]1[CH:29]=[C:30]([CH:34]=[CH:35][CH:36]=1)[C:31](Cl)=[O:32]. The catalyst is C(Cl)Cl. The product is [NH2:1][C:2]1[S:6][N:5]=[C:4]([C:7]2[CH:12]=[CH:11][CH:10]=[C:9]([NH:13][C:31](=[O:32])[C:30]3[CH:34]=[CH:35][CH:36]=[C:28]([C:27]([F:26])([F:37])[F:38])[CH:29]=3)[CH:8]=2)[C:3]=1[C:14]([NH2:16])=[O:15]. The yield is 0.680. (7) The reactants are [F:1][C:2]1[CH:3]=[C:4]([C@H:8]2[CH2:12][CH2:11][CH2:10][N:9]2[C:13]2[CH:18]=[CH:17][N:16]3[N:19]=[CH:20][C:21]([C:22]([OH:24])=O)=[C:15]3[N:14]=2)[CH:5]=[N:6][CH:7]=1.[CH:25]1[CH:26]=CC2N(O)N=[N:31][C:29]=2[CH:30]=1.CCN=C=NCCCN(C)C.C(N(CC)CC)C.N1CCCC1. The catalyst is C(Cl)Cl. The product is [F:1][C:2]1[CH:3]=[C:4]([C@H:8]2[CH2:12][CH2:11][CH2:10][N:9]2[C:13]2[CH:18]=[CH:17][N:16]3[N:19]=[CH:20][C:21]([C:22]([N:31]4[CH2:26][CH2:25][CH2:30][CH2:29]4)=[O:24])=[C:15]3[N:14]=2)[CH:5]=[N:6][CH:7]=1. The yield is 0.650. (8) The reactants are C([O:4][CH2:5][C:6]1[CH:7]=[C:8]2[CH:14]=[CH:13][O:12][C:9]2=[CH:10][N:11]=1)(=O)C.C([O-])(O)=O.[Na+].[Br:20]Br.C([O-])([O-])=O.[K+].[K+]. The catalyst is C(Cl)Cl. The product is [Br:20][C:14]1[C:8]2[C:9](=[CH:10][N:11]=[C:6]([CH2:5][OH:4])[CH:7]=2)[O:12][CH:13]=1. The yield is 0.810.